This data is from Forward reaction prediction with 1.9M reactions from USPTO patents (1976-2016). The task is: Predict the product of the given reaction. (1) The product is: [Br:1][C:2]1[CH:7]=[CH:6][C:5]([C:15]([O:17][C:18]([CH3:21])([CH3:20])[CH3:19])=[O:16])=[C:4]([F:9])[CH:3]=1. Given the reactants [Br:1][C:2]1[CH:7]=[CH:6][C:5](I)=[C:4]([F:9])[CH:3]=1.C([Mg]Cl)(C)C.[C:15](O[C:15]([O:17][C:18]([CH3:21])([CH3:20])[CH3:19])=[O:16])([O:17][C:18]([CH3:21])([CH3:20])[CH3:19])=[O:16], predict the reaction product. (2) Given the reactants [Cl:1][C:2]1[CH:3]=[C:4]2[C:9](=[CH:10][C:11]=1[OH:12])[O:8][CH:7]=[C:6]([C:13]1[CH:18]=[CH:17][C:16]([C:19]3[CH:24]=[CH:23][C:22]([F:25])=[CH:21][CH:20]=3)=[CH:15][CH:14]=1)[C:5]2=O.O.[NH2:28][NH2:29], predict the reaction product. The product is: [Cl:1][C:2]1[CH:3]=[C:4]([C:5]2[C:6]([C:13]3[CH:18]=[CH:17][C:16]([C:19]4[CH:24]=[CH:23][C:22]([F:25])=[CH:21][CH:20]=4)=[CH:15][CH:14]=3)=[CH:7][NH:29][N:28]=2)[C:9]([OH:8])=[CH:10][C:11]=1[OH:12]. (3) Given the reactants [Cl:1][C:2]1[CH:7]=[CH:6][C:5]([CH:8]([C:20]2[CH:25]=[CH:24][C:23]([S:26]([NH2:29])(=[O:28])=[O:27])=[CH:22][CH:21]=2)[CH2:9][C:10]([C:12]2[CH:17]=[CH:16][C:15](=[O:18])[N:14]([CH3:19])[CH:13]=2)=O)=[C:4]([CH3:30])[CH:3]=1.Cl.[NH2:32][OH:33].C(=O)([O-])O.[Na+], predict the reaction product. The product is: [Cl:1][C:2]1[CH:7]=[CH:6][C:5]([CH:8]([C:20]2[CH:25]=[CH:24][C:23]([S:26]([NH2:29])(=[O:28])=[O:27])=[CH:22][CH:21]=2)[CH2:9]/[C:10](=[N:32]\[OH:33])/[C:12]2[CH:17]=[CH:16][C:15](=[O:18])[N:14]([CH3:19])[CH:13]=2)=[C:4]([CH3:30])[CH:3]=1. (4) Given the reactants [CH3:1][O:2][C:3]1[CH:4]=[CH:5][C:6]2[CH:10]=[C:9](B(O)O)[S:8][C:7]=2[CH:14]=1.Cl[C:16]1[N:21]=[C:20](Cl)[C:19]([CH3:23])=[CH:18][N:17]=1.[NH2:24][CH:25]1[CH2:30][C:29]([CH3:32])([CH3:31])[NH:28][C:27]([CH3:34])([CH3:33])[CH2:26]1, predict the reaction product. The product is: [CH3:1][O:2][C:3]1[CH:4]=[CH:5][C:6]2[CH:10]=[C:9]([C:18]3[C:19]([CH3:23])=[CH:20][N:21]=[C:16]([NH:24][CH:25]4[CH2:26][C:27]([CH3:34])([CH3:33])[NH:28][C:29]([CH3:32])([CH3:31])[CH2:30]4)[N:17]=3)[S:8][C:7]=2[CH:14]=1. (5) Given the reactants [H-].[Na+].[CH:3]1([OH:10])[CH2:8][CH2:7][CH2:6][CH2:5][CH:4]1[OH:9].[Cl:11][C:12]1[CH:17]=[C:16](Cl)[N:15]=[CH:14][N:13]=1.[Cl-].[NH4+], predict the reaction product. The product is: [Cl:11][C:12]1[CH:17]=[C:16]([O:9][CH:4]2[CH2:5][CH2:6][CH2:7][CH2:8][CH:3]2[OH:10])[N:15]=[CH:14][N:13]=1. (6) Given the reactants [C:1]([O:4][C:5](=[O:7])[CH3:6])(=O)C.[F:8][C:9]1[CH:18]=[CH:17][CH:16]=[C:15]([CH3:19])[C:10]=1C(C#N)=O.Cl.C[OH:22], predict the reaction product. The product is: [F:8][C:9]1[CH:18]=[CH:17][CH:16]=[C:15]([CH3:19])[C:10]=1[C:6](=[O:22])[C:5]([O:4][CH3:1])=[O:7]. (7) Given the reactants [CH2:1]([O:5][CH2:6][CH2:7][O:8][C:9]1[CH:14]=[CH:13][C:12]([C:15]2[CH:16]=[CH:17][C:18]3[NH:24][CH2:23][CH2:22][C:21]([C:25]([NH:27][C:28]4[CH:33]=[CH:32][C:31]([CH:34]([OH:43])[C:35]5[CH:40]=[C:39]([CH3:41])[CH:38]=[CH:37][N+:36]=5[O-:42])=[C:30]([C:44]([F:47])([F:46])[F:45])[CH:29]=4)=[O:26])=[CH:20][C:19]=3[CH:48]=2)=[CH:11][CH:10]=1)[CH2:2][CH2:3][CH3:4].C(=O)(O)[O-].[Na+], predict the reaction product. The product is: [CH2:1]([O:5][CH2:6][CH2:7][O:8][C:9]1[CH:10]=[CH:11][C:12]([C:15]2[CH:16]=[CH:17][C:18]3[N:24]([CH2:11][CH:12]([CH3:15])[CH3:13])[CH2:23][CH2:22][C:21]([C:25]([NH:27][C:28]4[CH:33]=[CH:32][C:31]([CH:34]([OH:43])[C:35]5[CH:40]=[C:39]([CH3:41])[CH:38]=[CH:37][N+:36]=5[O-:42])=[C:30]([C:44]([F:47])([F:45])[F:46])[CH:29]=4)=[O:26])=[CH:20][C:19]=3[CH:48]=2)=[CH:13][CH:14]=1)[CH2:2][CH2:3][CH3:4]. (8) Given the reactants [N+:1]([C:4]1[CH:9]=[C:8]([N:10]2[CH2:14][CH2:13][CH2:12][CH2:11]2)[CH:7]=[CH:6][C:5]=1[NH:15]C(=O)C)([O-:3])=[O:2].O.[OH-].[Na+], predict the reaction product. The product is: [N+:1]([C:4]1[CH:9]=[C:8]([N:10]2[CH2:14][CH2:13][CH2:12][CH2:11]2)[CH:7]=[CH:6][C:5]=1[NH2:15])([O-:3])=[O:2]. (9) Given the reactants C([O:3][C:4](=[O:43])[C:5]1[CH:10]=[CH:9][C:8]([CH2:11][NH:12][C:13]([C@H:15]2[C@H:19]([C:20]3[CH:25]=[CH:24][CH:23]=[C:22]([Cl:26])[C:21]=3[F:27])[C@:18]([C:30]3[CH:35]=[CH:34][C:33]([Cl:36])=[CH:32][C:31]=3[F:37])([C:28]#[N:29])[C@H:17]([CH2:38][C:39]([CH3:42])([CH3:41])[CH3:40])[NH:16]2)=[O:14])=[N:7][CH:6]=1)C.O.[OH-].[Li+], predict the reaction product. The product is: [Cl:36][C:33]1[CH:34]=[CH:35][C:30]([C@@:18]2([C:28]#[N:29])[C@H:17]([CH2:38][C:39]([CH3:41])([CH3:40])[CH3:42])[NH:16][C@@H:15]([C:13]([NH:12][CH2:11][C:8]3[CH:9]=[CH:10][C:5]([C:4]([OH:43])=[O:3])=[CH:6][N:7]=3)=[O:14])[C@@H:19]2[C:20]2[CH:25]=[CH:24][CH:23]=[C:22]([Cl:26])[C:21]=2[F:27])=[C:31]([F:37])[CH:32]=1. (10) Given the reactants [C:1]([O:5][C:6]([N:8]1[CH:12]=[C:11]([NH:13][C:14]2[N:19]=[C:18]([NH:20][C:21]3[CH:26]=[CH:25][C:24]([O:27][CH3:28])=[CH:23][CH:22]=3)[C:17]([N+:29]([O-])=O)=[CH:16][N:15]=2)[CH:10]=[N:9]1)=[O:7])([CH3:4])([CH3:3])[CH3:2], predict the reaction product. The product is: [C:1]([O:5][C:6]([N:8]1[CH:12]=[C:11]([NH:13][C:14]2[N:19]=[C:18]([NH:20][C:21]3[CH:22]=[CH:23][C:24]([O:27][CH3:28])=[CH:25][CH:26]=3)[C:17]([NH2:29])=[CH:16][N:15]=2)[CH:10]=[N:9]1)=[O:7])([CH3:4])([CH3:3])[CH3:2].